Predict the reactants needed to synthesize the given product. From a dataset of Full USPTO retrosynthesis dataset with 1.9M reactions from patents (1976-2016). (1) Given the product [CH3:1][N:2]([CH2:4][CH:5]([C:14]1([OH:20])[CH2:19][CH2:18][CH2:17][CH2:16][CH2:15]1)[C:6]1[CH:7]=[CH:8][C:9]([O:12][CH3:13])=[CH:10][CH:11]=1)[CH3:3], predict the reactants needed to synthesize it. The reactants are: [CH3:1][N:2]([CH2:4][CH:5]([C:14]1([OH:20])[CH2:19][CH2:18][CH2:17][CH2:16][CH2:15]1)[C:6]1[CH:7]=[CH:8][C:9]([O:12][CH3:13])=[CH:10][CH:11]=1)[CH3:3].Cl. (2) The reactants are: CC(C)([O-])C.[K+].[C:7]1([OH:13])[CH:12]=[CH:11][CH:10]=[CH:9][CH:8]=1.[CH2:14]([O:16][C:17](=[O:22])[C:18](Br)([CH3:20])[CH3:19])[CH3:15]. Given the product [CH3:19][C:18]([O:13][C:7]1[CH:12]=[CH:11][CH:10]=[CH:9][CH:8]=1)([CH3:20])[C:17]([O:16][CH2:14][CH3:15])=[O:22], predict the reactants needed to synthesize it. (3) Given the product [CH2:17]([O:18][C:2]1[C:7]([C:8]([F:11])([F:10])[F:9])=[CH:6][CH:5]=[CH:4][N:3]=1)[CH3:16], predict the reactants needed to synthesize it. The reactants are: Br[C:2]1[C:7]([C:8]([F:11])([F:10])[F:9])=[CH:6][CH:5]=[CH:4][N:3]=1.CC(C[CH:16](O)[CH2:17][OH:18])C.C([O-])C.[Na+].O. (4) The reactants are: [CH3:1][C:2]1[CH:7]=[C:6]([C:8]2[CH:9]=[CH:10][C:11]3[N:17]4[CH2:18][C@H:14]([CH2:15][CH2:16]4)[NH:13][C:12]=3[N:19]=2)[CH:5]=[CH:4][N:3]=1.ClC(Cl)(O[C:24](=[O:30])OC(Cl)(Cl)Cl)Cl.C(N(CC)CC)C.[NH:39]1[C:47]2[C:42](=[N:43][C:44]([NH2:48])=[CH:45][CH:46]=2)[CH:41]=[N:40]1. Given the product [CH3:1][C:2]1[CH:7]=[C:6]([C:8]2[CH:9]=[CH:10][C:11]3[N:17]4[CH2:18][C@H:14]([CH2:15][CH2:16]4)[N:13]([C:24]([NH:48][C:44]4[N:43]=[C:42]5[CH:41]=[N:40][NH:39][C:47]5=[CH:46][CH:45]=4)=[O:30])[C:12]=3[N:19]=2)[CH:5]=[CH:4][N:3]=1, predict the reactants needed to synthesize it. (5) Given the product [C:12]([C:7]1[C:6]2[C:10](=[CH:11][C:3]([O:2][CH3:1])=[CH:4][CH:5]=2)[N:9]([CH2:18][C:19]([O:21][CH2:22][CH3:23])=[O:20])[N:8]=1)(=[O:16])[CH:13]([CH3:14])[CH3:15], predict the reactants needed to synthesize it. The reactants are: [CH3:1][O:2][C:3]1[CH:11]=[C:10]2[C:6]([C:7]([C:12](=[O:16])[CH:13]([CH3:15])[CH3:14])=[N:8][NH:9]2)=[CH:5][CH:4]=1.Br[CH2:18][C:19]([O:21][CH2:22][CH3:23])=[O:20].CCOC(C)=O. (6) Given the product [CH2:57]([O:59][C:60]1[CH:65]=[C:64]([CH2:66][N:1]2[CH2:6][CH2:5][CH:4]([NH:7][C:8]3[O:9][C:10]4[CH:16]=[CH:15][C:14]([O:17][CH2:18][C:19]([NH2:21])=[O:20])=[CH:13][C:11]=4[N:12]=3)[CH2:3][CH2:2]2)[CH:63]=[C:62]([O:68][CH2:69][CH3:70])[C:61]=1[C:71]1[CH:72]=[CH:73][C:74]([F:77])=[CH:75][CH:76]=1)[CH3:58], predict the reactants needed to synthesize it. The reactants are: [NH:1]1[CH2:6][CH2:5][CH:4]([NH:7][C:8]2[O:9][C:10]3[CH:16]=[CH:15][C:14]([O:17][CH2:18][C:19]([NH2:21])=[O:20])=[CH:13][C:11]=3[N:12]=2)[CH2:3][CH2:2]1.C(OC(N1CCC(NC2OC3C=CC(OCC(=O)N)=CC=3N=2)CC1)=O)(C)(C)C.FC(F)(F)C(O)=O.[CH2:57]([O:59][C:60]1[CH:65]=[C:64]([CH:66]=O)[CH:63]=[C:62]([O:68][CH2:69][CH3:70])[C:61]=1[C:71]1[CH:76]=[CH:75][C:74]([F:77])=[CH:73][CH:72]=1)[CH3:58].C([BH3-])#N.[Na+].C(N(C(C)C)C(C)C)C. (7) Given the product [CH3:1][O:2][C:3]1[C:14]([S:16]([OH:19])(=[O:18])=[O:17])=[CH:13][C:6]2[CH2:7][CH2:8][N:9]([CH3:12])[CH2:10][CH2:11][C:5]=2[CH:4]=1, predict the reactants needed to synthesize it. The reactants are: [CH3:1][O:2][C:3]1[CH:14]=[CH:13][C:6]2[CH2:7][CH2:8][N:9]([CH3:12])[CH2:10][CH2:11][C:5]=2[CH:4]=1.Cl[S:16]([OH:19])(=[O:18])=[O:17].